Task: Predict the reaction yield, written as a fraction of the theoretical maximum amount of product (1.0 means a 100% yield; for example, 0.34 means a 34% yield).. Dataset: Reaction yield outcomes from USPTO patents with 853,638 reactions (1) The reactants are C[Si](C)(C)CCOC[N:7]1[C:11]2=[N:12][CH:13]=[CH:14][C:15]([C:16]3[N:20]=[C:19]([C:21]4[CH:22]=[C:23]([CH:26]=[CH:27][CH:28]=4)[C:24]#[N:25])[O:18][N:17]=3)=[C:10]2[CH:9]=[CH:8]1.[C:31]([OH:37])([C:33]([F:36])([F:35])[F:34])=[O:32].CO. The catalyst is [OH-].[NH4+]. The product is [C:31]([OH:37])([C:33]([F:36])([F:35])[F:34])=[O:32].[NH:7]1[C:11]2=[N:12][CH:13]=[CH:14][C:15]([C:16]3[N:20]=[C:19]([C:21]4[CH:22]=[C:23]([CH:26]=[CH:27][CH:28]=4)[C:24]#[N:25])[O:18][N:17]=3)=[C:10]2[CH:9]=[CH:8]1. The yield is 0.00200. (2) The reactants are [NH2:1][C:2]1[CH:3]=[C:4]([C:8]2[C:16]3[C:11](=[CH:12][CH:13]=[C:14]([C:17]([NH2:19])=[O:18])[CH:15]=3)[N:10](C3CCCCO3)[N:9]=2)[CH:5]=[CH:6][CH:7]=1.[O:26]1[CH2:30][CH2:29][CH:28]([C:31](O)=[O:32])[CH2:27]1.CCN=C=NCCCN(C)C. No catalyst specified. The product is [O:26]1[CH2:30][CH2:29][CH:28]([C:31]([NH:1][C:2]2[CH:3]=[C:4]([C:8]3[C:16]4[C:11](=[CH:12][CH:13]=[C:14]([C:17]([NH2:19])=[O:18])[CH:15]=4)[NH:10][N:9]=3)[CH:5]=[CH:6][CH:7]=2)=[O:32])[CH2:27]1. The yield is 0.150.